From a dataset of NCI-60 drug combinations with 297,098 pairs across 59 cell lines. Regression. Given two drug SMILES strings and cell line genomic features, predict the synergy score measuring deviation from expected non-interaction effect. (1) Drug 1: CS(=O)(=O)C1=CC(=C(C=C1)C(=O)NC2=CC(=C(C=C2)Cl)C3=CC=CC=N3)Cl. Drug 2: CC1CCC2CC(C(=CC=CC=CC(CC(C(=O)C(C(C(=CC(C(=O)CC(OC(=O)C3CCCCN3C(=O)C(=O)C1(O2)O)C(C)CC4CCC(C(C4)OC)O)C)C)O)OC)C)C)C)OC. Cell line: ACHN. Synergy scores: CSS=37.4, Synergy_ZIP=2.84, Synergy_Bliss=8.09, Synergy_Loewe=-22.1, Synergy_HSA=6.66. (2) Drug 1: CN1CCC(CC1)COC2=C(C=C3C(=C2)N=CN=C3NC4=C(C=C(C=C4)Br)F)OC. Drug 2: C(CC(=O)O)C(=O)CN.Cl. Cell line: SK-MEL-2. Synergy scores: CSS=5.61, Synergy_ZIP=-7.02, Synergy_Bliss=-9.87, Synergy_Loewe=-12.6, Synergy_HSA=-11.8.